This data is from TCR-epitope binding with 47,182 pairs between 192 epitopes and 23,139 TCRs. The task is: Binary Classification. Given a T-cell receptor sequence (or CDR3 region) and an epitope sequence, predict whether binding occurs between them. Result: 1 (the TCR binds to the epitope). The TCR CDR3 sequence is CASSLAVGGYEQYF. The epitope is GTSGSPIVNR.